From a dataset of Forward reaction prediction with 1.9M reactions from USPTO patents (1976-2016). Predict the product of the given reaction. (1) The product is: [O:21]1[C:3]2[CH:4]3[O:12][CH:1]([CH2:6][CH:5]3[S:7]([O:10][CH3:11])(=[O:8])=[O:9])[C:2]1=2. Given the reactants [CH:1]12[O:12][CH:4]([CH:5]([S:7]([O:10][CH3:11])(=[O:9])=[O:8])[CH2:6]1)[CH:3]=[CH:2]2.ClC1C=CC=C(C(OO)=[O:21])C=1.S([O-])([O-])=O.[Na+].[Na+], predict the reaction product. (2) Given the reactants [CH3:1][O:2][C:3]1[C:8]([C:9]2[CH:14]=[CH:13][C:12]([C:15]([F:18])([F:17])[F:16])=[CH:11][CH:10]=2)=[CH:7][C:6]([CH2:19][NH2:20])=[CH:5][CH:4]=1.[F:21][C:22]1[CH:27]=[CH:26][C:25]([S:28]([N:31]([CH2:35][C:36](O)=[O:37])[CH:32]([CH3:34])[CH3:33])(=[O:30])=[O:29])=[CH:24][CH:23]=1.CN(C(ON1N=NC2C=CC=NC1=2)=[N+](C)C)C.F[P-](F)(F)(F)(F)F.C(N(CC)C(C)C)(C)C.OS([O-])(=O)=O.[K+], predict the reaction product. The product is: [F:21][C:22]1[CH:23]=[CH:24][C:25]([S:28]([N:31]([CH:32]([CH3:34])[CH3:33])[CH2:35][C:36]([NH:20][CH2:19][C:6]2[CH:7]=[C:8]([C:9]3[CH:14]=[CH:13][C:12]([C:15]([F:17])([F:16])[F:18])=[CH:11][CH:10]=3)[C:3]([O:2][CH3:1])=[CH:4][CH:5]=2)=[O:37])(=[O:29])=[O:30])=[CH:26][CH:27]=1. (3) Given the reactants [CH3:1][O:2][C:3]([CH:5]1[CH2:9][C:8]([C:10]2[CH:15]=[C:14]([C:16]3[CH:21]=[CH:20][C:19]([O:22][CH:23]([CH3:25])[CH3:24])=[C:18]([Cl:26])[CH:17]=3)[N:13]=[CH:12][N:11]=2)=[CH:7][N:6]1[C:27]([O:29][C:30]([CH3:33])([CH3:32])[CH3:31])=[O:28])=[O:4], predict the reaction product. The product is: [CH3:1][O:2][C:3]([CH:5]1[CH2:9][CH:8]([C:10]2[CH:15]=[C:14]([C:16]3[CH:21]=[CH:20][C:19]([O:22][CH:23]([CH3:25])[CH3:24])=[C:18]([Cl:26])[CH:17]=3)[N:13]=[CH:12][N:11]=2)[CH2:7][N:6]1[C:27]([O:29][C:30]([CH3:32])([CH3:31])[CH3:33])=[O:28])=[O:4]. (4) Given the reactants [CH:1]([N:14]1[CH2:17][C:16]2([CH2:20][CH2:19][C@@H:18]2[NH2:21])[CH2:15]1)([C:8]1[CH:13]=[CH:12][CH:11]=[CH:10][CH:9]=1)[C:2]1[CH:7]=[CH:6][CH:5]=[CH:4][CH:3]=1.Cl.CCN(CC)CC.[CH3:30][C:31]([O:34][C:35](O[C:35]([O:34][C:31]([CH3:33])([CH3:32])[CH3:30])=[O:36])=[O:36])([CH3:33])[CH3:32], predict the reaction product. The product is: [CH:1]([N:14]1[CH2:17][C:16]2([CH2:20][CH2:19][C@@H:18]2[NH:21][C:35](=[O:36])[O:34][C:31]([CH3:33])([CH3:32])[CH3:30])[CH2:15]1)([C:8]1[CH:13]=[CH:12][CH:11]=[CH:10][CH:9]=1)[C:2]1[CH:3]=[CH:4][CH:5]=[CH:6][CH:7]=1. (5) Given the reactants CC([O-])(C)C.[Na+].[CH2:7]([NH:11][CH2:12][CH2:13][CH2:14][CH3:15])[CH2:8][CH2:9][CH3:10].Cl[C:17]1[CH:22]=[CH:21][C:20]([CH3:23])=[CH:19][CH:18]=1, predict the reaction product. The product is: [CH2:7]([N:11]([CH2:12][CH2:13][CH2:14][CH3:15])[C:17]1[CH:22]=[CH:21][C:20]([CH3:23])=[CH:19][CH:18]=1)[CH2:8][CH2:9][CH3:10].